From a dataset of Reaction yield outcomes from USPTO patents with 853,638 reactions. Predict the reaction yield, written as a fraction of the theoretical maximum amount of product (1.0 means a 100% yield; for example, 0.34 means a 34% yield). The reactants are [OH-].[Li+].[CH3:3][C:4]([O:7][C@H:8]([CH3:43])[C@@H:9]([C:39]([O:41]C)=[O:40])[NH:10][C:11]([C:13]1[CH:18]=[CH:17][C:16]([C:19]2[CH:24]=[CH:23][C:22]([F:25])=[CH:21][CH:20]=2)=[CH:15][C:14]=1[NH:26][C:27]([NH:29][C:30]1[C:35]([CH3:36])=[CH:34][C:33]([CH3:37])=[CH:32][C:31]=1[CH3:38])=[O:28])=[O:12])([CH3:6])[CH3:5].CO.O. The catalyst is C1COCC1.CCCCCC.C(OCC)(=O)C. The product is [CH3:6][C:4]([O:7][C@H:8]([CH3:43])[C@@H:9]([C:39]([OH:41])=[O:40])[NH:10][C:11]([C:13]1[CH:18]=[CH:17][C:16]([C:19]2[CH:20]=[CH:21][C:22]([F:25])=[CH:23][CH:24]=2)=[CH:15][C:14]=1[NH:26][C:27]([NH:29][C:30]1[C:31]([CH3:38])=[CH:32][C:33]([CH3:37])=[CH:34][C:35]=1[CH3:36])=[O:28])=[O:12])([CH3:3])[CH3:5]. The yield is 0.500.